From a dataset of Forward reaction prediction with 1.9M reactions from USPTO patents (1976-2016). Predict the product of the given reaction. (1) Given the reactants [CH2:1]([C:3]1[S:43][C:6]2[N:7]([CH2:24][C:25]3[CH:30]=[CH:29][C:28]([C:31]4[CH:36]=[CH:35][CH:34]=[CH:33][C:32]=4[C:37]4[NH:41][C:40](=[O:42])[O:39][N:38]=4)=[CH:27][CH:26]=3)[C:8](=[O:23])[N:9]([CH2:12][C:13]([C:15]3[CH:20]=[CH:19][C:18]([O:21][CH3:22])=[CH:17][CH:16]=3)=O)[C:10](=[O:11])[C:5]=2[CH:4]=1)[CH3:2].Cl.[NH2:45][O:46][CH2:47][CH3:48].N1C=CC=CC=1.Cl, predict the reaction product. The product is: [CH2:47]([O:46][N:45]=[C:13]([C:15]1[CH:20]=[CH:19][C:18]([O:21][CH3:22])=[CH:17][CH:16]=1)[CH2:12][N:9]1[C:10](=[O:11])[C:5]2[CH:4]=[C:3]([CH2:1][CH3:2])[S:43][C:6]=2[N:7]([CH2:24][C:25]2[CH:26]=[CH:27][C:28]([C:31]3[CH:36]=[CH:35][CH:34]=[CH:33][C:32]=3[C:37]3[NH:41][C:40](=[O:42])[O:39][N:38]=3)=[CH:29][CH:30]=2)[C:8]1=[O:23])[CH3:48]. (2) Given the reactants [CH:1]([O:4][C:5]1[CH:13]=[CH:12][C:11]([S:14]([CH3:17])(=[O:16])=[O:15])=[CH:10][C:6]=1[C:7](O)=[O:8])([CH3:3])[CH3:2].[NH4+:18], predict the reaction product. The product is: [CH:1]([O:4][C:5]1[CH:13]=[CH:12][C:11]([S:14]([CH3:17])(=[O:16])=[O:15])=[CH:10][C:6]=1[C:7]([NH2:18])=[O:8])([CH3:3])[CH3:2]. (3) Given the reactants C([N:8]1[CH2:13][CH2:12][O:11][C@H:10]([CH2:14][C:15]2[CH:20]=[CH:19][CH:18]=[C:17]([CH:21]=[CH:22][C:23]3[CH:28]=[CH:27][N:26]=[CH:25][CH:24]=3)[CH:16]=2)[CH2:9]1)(OC(C)(C)C)=O, predict the reaction product. The product is: [N:26]1[CH:27]=[CH:28][C:23]([CH2:22][CH2:21][C:17]2[CH:16]=[C:15]([CH:20]=[CH:19][CH:18]=2)[CH2:14][C@H:10]2[O:11][CH2:12][CH2:13][NH:8][CH2:9]2)=[CH:24][CH:25]=1. (4) Given the reactants [N+:1]([C:4]1[CH:9]=[CH:8][CH:7]=[CH:6][C:5]=1[S:10]([NH:13][C@@H:14]([CH2:19][CH:20]=[CH2:21])[C:15]([O:17][CH3:18])=[O:16])(=[O:12])=[O:11])([O-:3])=[O:2].[CH2:22]=[C:23]([CH2:27][CH2:28][CH3:29])[CH2:24][CH2:25]O.C1(P(C2C=CC=CC=2)C2C=CC=CC=2)C=CC=CC=1.N(C(OC(C)C)=O)=NC(OC(C)C)=O, predict the reaction product. The product is: [CH2:22]=[C:23]([CH2:27][CH2:28][CH3:29])[CH2:24][CH2:25][N:13]([C@@H:14]([CH2:19][CH:20]=[CH2:21])[C:15]([O:17][CH3:18])=[O:16])[S:10]([C:5]1[CH:6]=[CH:7][CH:8]=[CH:9][C:4]=1[N+:1]([O-:3])=[O:2])(=[O:12])=[O:11]. (5) Given the reactants [CH:1]([C:4]1[S:5][CH:6]=[CH:7][N:8]=1)([CH3:3])[CH3:2].[O:9]1[C:13]2([CH2:18][CH2:17][C:16](=[O:19])[CH2:15][CH2:14]2)[O:12][CH2:11][CH2:10]1, predict the reaction product. The product is: [CH:1]([C:4]1[S:5][C:6]([C:16]2([OH:19])[CH2:17][CH2:18][C:13]3([O:12][CH2:11][CH2:10][O:9]3)[CH2:14][CH2:15]2)=[CH:7][N:8]=1)([CH3:3])[CH3:2]. (6) The product is: [N+:14]([C:17]1[CH:18]=[CH:19][C:20]([C:23]2[CH:28]=[CH:27][C:26]([S:29]([N:2]3[C@@H:3]([C:11]([OH:13])=[O:12])[CH2:4][C:5]4[C:10](=[CH:9][CH:8]=[CH:7][CH:6]=4)[CH2:1]3)(=[O:31])=[O:30])=[CH:25][CH:24]=2)=[CH:21][CH:22]=1)([O-:16])=[O:15]. Given the reactants [CH2:1]1[C:10]2[C:5](=[CH:6][CH:7]=[CH:8][CH:9]=2)[CH2:4][C@H:3]([C:11]([OH:13])=[O:12])[NH:2]1.[N+:14]([C:17]1[CH:22]=[CH:21][C:20]([C:23]2[CH:28]=[CH:27][C:26]([S:29](Cl)(=[O:31])=[O:30])=[CH:25][CH:24]=2)=[CH:19][CH:18]=1)([O-:16])=[O:15], predict the reaction product. (7) Given the reactants [NH2:1][C:2]1[CH:3]=[C:4]2[C:8](=[CH:9][CH:10]=1)[NH:7][N:6]=[CH:5]2.O1CCCC1.[C:16]1([S:22](Cl)(=[O:24])=[O:23])[CH:21]=[CH:20][CH:19]=[CH:18][CH:17]=1, predict the reaction product. The product is: [NH:7]1[C:8]2[C:4](=[CH:3][C:2]([NH:1][S:22]([C:16]3[CH:21]=[CH:20][CH:19]=[CH:18][CH:17]=3)(=[O:24])=[O:23])=[CH:10][CH:9]=2)[CH:5]=[N:6]1.